From a dataset of Full USPTO retrosynthesis dataset with 1.9M reactions from patents (1976-2016). Predict the reactants needed to synthesize the given product. Given the product [O:20]1[CH2:21][CH2:22][N:17]([CH2:16][C:12]2[NH:13][C:14]([CH:27]=[O:28])=[CH:15][N:11]=2)[CH2:18][CH2:19]1, predict the reactants needed to synthesize it. The reactants are: [Li]CCCC.CN(C)S([N:11]1[CH:15]=[CH:14][N:13]=[C:12]1[CH2:16][N:17]1[CH2:22][CH2:21][O:20][CH2:19][CH2:18]1)(=O)=O.CN([CH:27]=[O:28])C.Cl.C([O-])(O)=O.[Na+].